Dataset: Full USPTO retrosynthesis dataset with 1.9M reactions from patents (1976-2016). Task: Predict the reactants needed to synthesize the given product. (1) Given the product [Br:38][C:3]1[C:4]([Cl:23])=[C:5]([C:7]2[N:11]3[N:12]=[C:13]([CH3:21])[CH:14]=[C:15]([CH:16]([CH2:19][CH3:20])[CH2:17][CH3:18])[C:10]3=[N:9][C:8]=2[CH3:22])[S:6][C:2]=1[Br:1], predict the reactants needed to synthesize it. The reactants are: [Br:1][C:2]1[S:6][C:5]([C:7]2[N:11]3[N:12]=[C:13]([CH3:21])[CH:14]=[C:15]([CH:16]([CH2:19][CH3:20])[CH2:17][CH3:18])[C:10]3=[N:9][C:8]=2[CH3:22])=[C:4]([Cl:23])[CH:3]=1.FC(F)(F)C(O)=O.C1C(=O)N([Br:38])C(=O)C1.[OH-].[Na+]. (2) Given the product [P:10]([CH2:19][N:1]([CH2:6][C:7]([OH:9])=[O:8])[CH2:2][C:3]([OH:5])=[O:4])([OH:13])([OH:12])=[O:11], predict the reactants needed to synthesize it. The reactants are: [NH:1]([CH2:6][C:7]([OH:9])=[O:8])[CH2:2][C:3]([OH:5])=[O:4].[P:10]([OH:13])([OH:12])[OH:11].P(=O)(O)(O)O.[CH2:19]=O. (3) Given the product [Br:1][C:2]1[CH:3]=[C:4]([NH2:9])[CH:5]=[CH:6][C:7]=1[O:15][CH2:14][C:13]([F:17])([F:16])[F:12], predict the reactants needed to synthesize it. The reactants are: [Br:1][C:2]1[CH:3]=[C:4]([N+:9]([O-])=O)[CH:5]=[CH:6][C:7]=1F.[F:12][C:13]([F:17])([F:16])[CH2:14][OH:15].C(=O)([O-])[O-].[K+].[K+]. (4) Given the product [CH3:8][O:9][C:10](=[O:27])[C@@H:11]([NH:21][C:22](=[O:26])[C@@H:23]([NH:25][C:46]([C:38]1[N:37]=[C:41]2[CH:42]=[CH:43][CH:44]=[CH:45][N:40]2[CH:39]=1)=[O:47])[CH3:24])[CH2:12][C:13]1[CH:14]=[CH:15][C:16]([O:19][CH3:20])=[CH:17][CH:18]=1, predict the reactants needed to synthesize it. The reactants are: FC(F)(F)C(O)=O.[CH3:8][O:9][C:10](=[O:27])[C@@H:11]([NH:21][C:22](=[O:26])[C@@H:23]([NH2:25])[CH3:24])[CH2:12][C:13]1[CH:18]=[CH:17][C:16]([O:19][CH3:20])=[CH:15][CH:14]=1.C(N(CC)C(C)C)(C)C.[N:37]1[C:38]([C:46](O)=[O:47])=[CH:39][N:40]2[CH:45]=[CH:44][CH:43]=[CH:42][C:41]=12.CN(C(ON1N=NC2C=CC=NC1=2)=[N+](C)C)C.F[P-](F)(F)(F)(F)F. (5) Given the product [NH2:1][C:2]1[N:7]=[CH:6][N:5]=[C:4]2[N:8]([CH2:27][C@H:28]3[CH2:32][CH2:31][CH2:30][N:29]3[C:33]([C:34](=[CH:41][CH:38]3[CH2:40][CH2:39]3)[C:35]#[N:36])=[O:37])[N:9]=[C:10]([C:11]3[CH:16]=[CH:15][C:14]([O:17][C:18]4[CH:23]=[CH:22][CH:21]=[C:20]([F:24])[C:19]=4[F:25])=[CH:13][C:12]=3[F:26])[C:3]=12, predict the reactants needed to synthesize it. The reactants are: [NH2:1][C:2]1[N:7]=[CH:6][N:5]=[C:4]2[N:8]([CH2:27][C@H:28]3[CH2:32][CH2:31][CH2:30][N:29]3[C:33](=[O:37])[CH2:34][C:35]#[N:36])[N:9]=[C:10]([C:11]3[CH:16]=[CH:15][C:14]([O:17][C:18]4[CH:23]=[CH:22][CH:21]=[C:20]([F:24])[C:19]=4[F:25])=[CH:13][C:12]=3[F:26])[C:3]=12.[CH:38]1([CH:41]=O)[CH2:40][CH2:39]1.N1CCCCC1. (6) Given the product [OH:40][C@H:37]1[CH2:38][CH2:39][C@H:34]([NH:33][C:16]2[N:17]=[C:18]([C:19]3[CH:24]=[CH:23][C:22]([F:25])=[CH:21][C:20]=3[CH3:26])[C:13]3[CH:12]=[CH:11][C:10](=[O:31])[N:9]([C:3]4[C:2]([F:1])=[CH:7][CH:6]=[CH:5][C:4]=4[F:8])[C:14]=3[N:15]=2)[CH2:35][CH2:36]1, predict the reactants needed to synthesize it. The reactants are: [F:1][C:2]1[CH:7]=[CH:6][CH:5]=[C:4]([F:8])[C:3]=1[N:9]1[C:14]2[N:15]=[C:16](S(C)(=O)=O)[N:17]=[C:18]([C:19]3[CH:24]=[CH:23][C:22]([F:25])=[CH:21][C:20]=3[CH3:26])[C:13]=2[CH:12]=[CH:11][C:10]1=[O:31].Cl.[NH2:33][C@H:34]1[CH2:39][CH2:38][C@H:37]([OH:40])[CH2:36][CH2:35]1.C(N(CC)CC)C. (7) Given the product [NH:36]1[CH:40]=[CH:39][C:38]([C:7]2[CH:8]=[CH:9][C:10]3[N:11]([C:13]([C:16]4[CH:21]=[CH:20][C:19]([O:22][CH2:23][CH2:24][O:25][CH:26]5[CH2:31][CH2:30][CH2:29][CH2:28][O:27]5)=[CH:18][CH:17]=4)=[CH:14][N:15]=3)[CH:12]=2)=[CH:37]1, predict the reactants needed to synthesize it. The reactants are: CN(C)C=O.Cl[C:7]1[CH:8]=[CH:9][C:10]2[N:11]([C:13]([C:16]3[CH:21]=[CH:20][C:19]([O:22][CH2:23][CH2:24][O:25][CH:26]4[CH2:31][CH2:30][CH2:29][CH2:28][O:27]4)=[CH:18][CH:17]=3)=[CH:14][N:15]=2)[CH:12]=1.C([Si](C(C)C)(C(C)C)[N:36]1[CH:40]=[CH:39][C:38](B(O)O)=[CH:37]1)(C)C.C(=O)([O-])[O-].[K+].[K+]. (8) Given the product [O:25]([CH2:24][CH2:23][N:1]1[CH2:2][CH2:3][C:4]2([O:11][C:10]3[C:12]4[C:17]([C:18](=[O:21])[C:19](=[O:20])[C:9]=3[S:8][CH2:7]2)=[CH:16][CH:15]=[CH:14][CH:13]=4)[CH2:5][CH2:6]1)[C:26]1[CH:31]=[CH:30][CH:29]=[CH:28][CH:27]=1, predict the reactants needed to synthesize it. The reactants are: [NH:1]1[CH2:6][CH2:5][C:4]2([O:11][C:10]3[C:12]4[C:17]([C:18](=[O:21])[C:19](=[O:20])[C:9]=3[S:8][CH2:7]2)=[CH:16][CH:15]=[CH:14][CH:13]=4)[CH2:3][CH2:2]1.Br[CH2:23][CH2:24][O:25][C:26]1[CH:31]=[CH:30][CH:29]=[CH:28][CH:27]=1. (9) Given the product [C:20]1([S:26]([N:4]2[C:5]3=[N:6][CH:7]=[C:8]([C:11]4[CH:16]=[CH:15][C:14]([N:17]([CH3:19])[CH3:18])=[CH:13][CH:12]=4)[CH:9]=[C:10]3[C:2]([I:1])=[CH:3]2)(=[O:28])=[O:27])[CH:25]=[CH:24][CH:23]=[CH:22][CH:21]=1, predict the reactants needed to synthesize it. The reactants are: [I:1][C:2]1[C:10]2[C:5](=[N:6][CH:7]=[C:8]([C:11]3[CH:16]=[CH:15][C:14]([N:17]([CH3:19])[CH3:18])=[CH:13][CH:12]=3)[CH:9]=2)[NH:4][CH:3]=1.[C:20]1([S:26](Cl)(=[O:28])=[O:27])[CH:25]=[CH:24][CH:23]=[CH:22][CH:21]=1.[OH-].[Na+]. (10) Given the product [Cl:14][C:15]1[CH:16]=[C:17]([CH:21]=[C:22]([C:24]([F:25])([F:26])[F:27])[CH:23]=1)[C:18]([NH:10][CH2:9][C:7]1[CH:8]=[C:3]([Cl:2])[CH:4]=[CH:5][C:6]=1[S:11][CH2:12][CH3:13])=[O:19], predict the reactants needed to synthesize it. The reactants are: Cl.[Cl:2][C:3]1[CH:4]=[CH:5][C:6]([S:11][CH2:12][CH3:13])=[C:7]([CH2:9][NH2:10])[CH:8]=1.[Cl:14][C:15]1[CH:16]=[C:17]([CH:21]=[C:22]([C:24]([F:27])([F:26])[F:25])[CH:23]=1)[C:18](O)=[O:19].CC(OC(N1CCN(CC2C=CC(C([O-])=O)=CC=2C(F)(F)F)CC1)=O)(C)C.